The task is: Predict the product of the given reaction.. This data is from Forward reaction prediction with 1.9M reactions from USPTO patents (1976-2016). (1) Given the reactants [Br:1][C:2]1[CH:3]=[C:4]([F:24])[CH:5]=[C:6]2[C:10]=1[C:9](=[O:11])[N:8]([CH:12]1[CH2:17][CH2:16][N:15]([CH:18]3[CH2:23][CH2:22][CH2:21][CH2:20][CH2:19]3)[CH2:14][CH2:13]1)[CH2:7]2.CI.[CH3:27][Si]([N-][Si](C)(C)C)(C)C.[Na+], predict the reaction product. The product is: [Br:1][C:2]1[CH:3]=[C:4]([F:24])[CH:5]=[C:6]2[C:10]=1[C:9](=[O:11])[N:8]([CH:12]1[CH2:13][CH2:14][N:15]([CH:18]3[CH2:23][CH2:22][CH2:21][CH2:20][CH2:19]3)[CH2:16][CH2:17]1)[CH:7]2[CH3:27]. (2) Given the reactants C(NC(C)C)(C)C.[Li]CCCC.CCCCCC.[CH:19]1([C:25]([O:27][CH2:28][C:29]2[CH:34]=[CH:33][CH:32]=[CH:31][CH:30]=2)=[O:26])[CH2:24][CH2:23][CH2:22][CH2:21][CH2:20]1.[CH:35](=[O:37])[CH3:36], predict the reaction product. The product is: [OH:37][CH:35]([C:19]1([C:25]([O:27][CH2:28][C:29]2[CH:30]=[CH:31][CH:32]=[CH:33][CH:34]=2)=[O:26])[CH2:24][CH2:23][CH2:22][CH2:21][CH2:20]1)[CH3:36]. (3) Given the reactants [C:1]([O:5][C:6]([C:8]1[C:9]([C:14]2[CH:19]=[CH:18][C:17]([CH2:20][N:21]3[C:25]([CH:26]=[O:27])=[C:24](Br)[N:23]=[C:22]3[O:29][CH2:30][CH3:31])=[CH:16][CH:15]=2)=[CH:10][CH:11]=[CH:12][CH:13]=1)=[O:7])([CH3:4])([CH3:3])[CH3:2].CN(C=O)C.[CH3:37][CH2:38]OC(C)=O, predict the reaction product. The product is: [C:1]([O:5][C:6]([C:8]1[C:9]([C:14]2[CH:19]=[CH:18][C:17]([CH2:20][N:21]3[C:25]([CH:26]=[O:27])=[C:24]([CH:37]=[CH2:38])[N:23]=[C:22]3[O:29][CH2:30][CH3:31])=[CH:16][CH:15]=2)=[CH:10][CH:11]=[CH:12][CH:13]=1)=[O:7])([CH3:4])([CH3:3])[CH3:2]. (4) Given the reactants [F:1][C:2]1[CH:3]=[CH:4][C:5]2[O:11][C@H:10]([CH3:12])[C@H:9]([N:13]([CH2:22][C:23]([F:29])([F:28])[C:24]([F:27])([F:26])[F:25])[C:14](=[O:21])[C:15]([OH:20])([CH3:19])[C:16]([NH2:18])=[O:17])[C:8](=[O:30])[N:7]([CH2:31][CH:32]=[O:33])[C:6]=2[CH:34]=1.[BH4-].[Na+].C(OC(=O)C)C.CCCCCCC, predict the reaction product. The product is: [F:1][C:2]1[CH:3]=[CH:4][C:5]2[O:11][C@H:10]([CH3:12])[C@H:9]([N:13]([CH2:22][C:23]([F:28])([F:29])[C:24]([F:25])([F:26])[F:27])[C:14](=[O:21])[C:15]([OH:20])([CH3:19])[C:16]([NH2:18])=[O:17])[C:8](=[O:30])[N:7]([CH2:31][CH2:32][OH:33])[C:6]=2[CH:34]=1. (5) Given the reactants [Cl:1][C:2]1[N:7]=[C:6]([C:8]([O:10][CH3:11])=[O:9])[C:5](F)=[CH:4][CH:3]=1.[CH3:13][S:14]([C:17]1[N:22]=[CH:21][C:20]([OH:23])=[CH:19][CH:18]=1)(=[O:16])=[O:15].C(=O)([O-])[O-].[K+].[K+], predict the reaction product. The product is: [Cl:1][C:2]1[N:7]=[C:6]([C:8]([O:10][CH3:11])=[O:9])[C:5]([O:23][C:20]2[CH:21]=[N:22][C:17]([S:14]([CH3:13])(=[O:16])=[O:15])=[CH:18][CH:19]=2)=[CH:4][CH:3]=1. (6) Given the reactants [Cl:1][C:2]1[C:11]([N+:12]([O-])=O)=[C:10]([NH:15][CH2:16][C:17]2[CH:18]=[C:19]([CH:29]=[CH:30][CH:31]=2)[CH2:20][NH:21][C:22](=[O:28])[O:23][C:24]([CH3:27])([CH3:26])[CH3:25])[C:9]2[C:4](=[CH:5][CH:6]=[CH:7][CH:8]=2)[N:3]=1, predict the reaction product. The product is: [NH2:12][C:11]1[C:2]([Cl:1])=[N:3][C:4]2[C:9]([C:10]=1[NH:15][CH2:16][C:17]1[CH:18]=[C:19]([CH:29]=[CH:30][CH:31]=1)[CH2:20][NH:21][C:22](=[O:28])[O:23][C:24]([CH3:26])([CH3:27])[CH3:25])=[CH:8][CH:7]=[CH:6][CH:5]=2.